Dataset: Full USPTO retrosynthesis dataset with 1.9M reactions from patents (1976-2016). Task: Predict the reactants needed to synthesize the given product. (1) Given the product [CH3:19][O:20][C:21](=[O:28])[CH:22]([N:11]1[C:12]2[C:8](=[CH:7][C:6]([O:5][C:4]([F:3])([F:17])[F:18])=[CH:14][CH:13]=2)[C:9](=[O:16])[C:10]1=[O:15])[CH2:23][CH:24]([CH3:26])[CH3:25], predict the reactants needed to synthesize it. The reactants are: [H-].[Na+].[F:3][C:4]([F:18])([F:17])[O:5][C:6]1[CH:7]=[C:8]2[C:12](=[CH:13][CH:14]=1)[NH:11][C:10](=[O:15])[C:9]2=[O:16].[CH3:19][O:20][C:21](=[O:28])[CH:22](Br)[CH2:23][CH:24]([CH3:26])[CH3:25]. (2) The reactants are: [CH3:1][O:2][C:3](=[O:23])[CH:4]([O:12][C:13]1[N:18]=[C:17]([O:19][CH3:20])[CH:16]=[C:15]([O:21][CH3:22])[N:14]=1)[CH2:5][C:6]1[CH:11]=[CH:10][CH:9]=[CH:8]C=1.[CH3:24]S(C1N=C(OC)C=C(OC)N=1)(=O)=O.C([O-])([O-])=O.[K+].[K+].O. Given the product [CH3:1][O:2][C:3](=[O:23])[C:4]([O:12][C:13]1[N:14]=[C:15]([O:21][CH3:22])[CH:16]=[C:17]([O:19][CH3:20])[N:18]=1)([C:5]1[CH:6]=[CH:11][CH:10]=[CH:9][CH:8]=1)[CH3:24], predict the reactants needed to synthesize it. (3) Given the product [CH3:14][N:15]([CH3:16])[C:2]1[CH:10]=[CH:9][C:8]([N+:11]([O-:13])=[O:12])=[CH:7][C:3]=1[C:4]([OH:6])=[O:5], predict the reactants needed to synthesize it. The reactants are: Cl[C:2]1[CH:10]=[CH:9][C:8]([N+:11]([O-:13])=[O:12])=[CH:7][C:3]=1[C:4]([OH:6])=[O:5].[CH3:14][NH:15][CH3:16].Cl. (4) Given the product [Cl:21][C:5]1[C:4]2[C:9](=[CH:10][CH:11]=[C:2]([Cl:1])[CH:3]=2)[N:8]=[C:7]([CH3:12])[C:6]=1[C:13]([O:15][CH3:16])=[O:14], predict the reactants needed to synthesize it. The reactants are: [Cl:1][C:2]1[CH:3]=[C:4]2[C:9](=[CH:10][CH:11]=1)[NH:8][C:7]([CH3:12])=[C:6]([C:13]([O:15][CH3:16])=[O:14])[C:5]2=O.N.O=P(Cl)(Cl)[Cl:21].